This data is from Peptide-MHC class I binding affinity with 185,985 pairs from IEDB/IMGT. The task is: Regression. Given a peptide amino acid sequence and an MHC pseudo amino acid sequence, predict their binding affinity value. This is MHC class I binding data. (1) The peptide sequence is CYNFKVQFLF. The MHC is HLA-A24:02 with pseudo-sequence HLA-A24:02. The binding affinity (normalized) is 0. (2) The peptide sequence is TLSGMGYYL. The MHC is HLA-A02:01 with pseudo-sequence HLA-A02:01. The binding affinity (normalized) is 0.538. (3) The peptide sequence is TIDAINKCV. The MHC is HLA-A02:03 with pseudo-sequence HLA-A02:03. The binding affinity (normalized) is 0.404.